Predict the reaction yield, written as a fraction of the theoretical maximum amount of product (1.0 means a 100% yield; for example, 0.34 means a 34% yield). From a dataset of Reaction yield outcomes from USPTO patents with 853,638 reactions. The reactants are Br[C:2]1[CH:7]=[N:6][CH2:5][C:4](N)([O:8][CH3:9])[N:3]=1.[CH3:11][PH:12](=[O:14])[CH3:13].P([O-])([O-])([O-])=O.[K+].[K+].[K+].C[N:24](C=O)C. The catalyst is C([O-])(=O)C.[Pd+2].C([O-])(=O)C.CC1(C)C2C(=C(P(C3C=CC=CC=3)C3C=CC=CC=3)C=CC=2)OC2C(P(C3C=CC=CC=3)C3C=CC=CC=3)=CC=CC1=2. The product is [CH3:11][P:12]([C:2]1[N:3]=[C:4]([O:8][CH3:9])[C:5]([NH2:24])=[N:6][CH:7]=1)([CH3:13])=[O:14]. The yield is 0.630.